Dataset: Forward reaction prediction with 1.9M reactions from USPTO patents (1976-2016). Task: Predict the product of the given reaction. (1) Given the reactants [C@H:1]12[NH:8][C@H:5]([CH2:6][CH2:7]1)[CH2:4][C:3](=[O:9])[CH2:2]2.[F:10][C:11]([F:22])([F:21])[C:12](O[C:12](=[O:13])[C:11]([F:22])([F:21])[F:10])=[O:13], predict the reaction product. The product is: [F:10][C:11]([F:22])([F:21])[C:12]([N:8]1[C@H:5]2[CH2:6][CH2:7][C@@H:1]1[CH2:2][C:3](=[O:9])[CH2:4]2)=[O:13]. (2) Given the reactants [H-].[H-].[H-].[H-].[Li+].[Al+3].[N:7]1[CH2:11][CH2:10][CH2:9][C:8]=1[C:12]1[CH:13]=[C:14]([CH:25]=[CH:26][CH:27]=1)[O:15][CH2:16][CH2:17][CH2:18][N:19]1[CH2:24][CH2:23][CH2:22][CH2:21][CH2:20]1.O.[OH-].[Na+], predict the reaction product. The product is: [NH:7]1[CH2:11][CH2:10][CH2:9][CH:8]1[C:12]1[CH:13]=[C:14]([CH:25]=[CH:26][CH:27]=1)[O:15][CH2:16][CH2:17][CH2:18][N:19]1[CH2:24][CH2:23][CH2:22][CH2:21][CH2:20]1. (3) Given the reactants Br[C:2]1[S:3][CH:4]=[C:5]([CH2:7][O:8][Si:9]([C:12]([CH3:15])([CH3:14])[CH3:13])([CH3:11])[CH3:10])[N:6]=1.C([Li])CCC.[F:21][C:22]1([F:29])[CH2:27][CH2:26][C:25](=[O:28])[CH2:24][CH2:23]1, predict the reaction product. The product is: [Si:9]([O:8][CH2:7][C:5]1[N:6]=[C:2]([C:25]2([OH:28])[CH2:26][CH2:27][C:22]([F:29])([F:21])[CH2:23][CH2:24]2)[S:3][CH:4]=1)([C:12]([CH3:15])([CH3:14])[CH3:13])([CH3:11])[CH3:10].